Predict the product of the given reaction. From a dataset of Forward reaction prediction with 1.9M reactions from USPTO patents (1976-2016). (1) Given the reactants [OH:1][C:2]1[CH:11]=[C:10]2[C:5]([CH:6]=[C:7]([S:16](Cl)(=[O:18])=[O:17])[CH:8]=[C:9]2[S:12](Cl)(=[O:14])=[O:13])=[CH:4][CH:3]=1.[Cl:20][C:21]1[CH:22]=[C:23]([CH:25]=[CH:26][C:27]=1[Cl:28])[NH2:24], predict the reaction product. The product is: [Cl:20][C:21]1[CH:22]=[C:23]([NH:24][S:12]([C:9]2[C:10]3[C:5](=[CH:4][CH:3]=[C:2]([OH:1])[CH:11]=3)[CH:6]=[C:7]([S:16]([NH:24][C:23]3[CH:25]=[CH:26][C:27]([Cl:28])=[C:21]([Cl:20])[CH:22]=3)(=[O:18])=[O:17])[CH:8]=2)(=[O:14])=[O:13])[CH:25]=[CH:26][C:27]=1[Cl:28]. (2) Given the reactants [Br:1][C:2]1[CH:3]=[C:4]2[N:10]([S:11]([C:14]3[CH:19]=[CH:18][CH:17]=[C:16]([F:20])[CH:15]=3)(=[O:13])=[O:12])[CH:9]=[C:8]([CH2:21][NH:22][CH3:23])[C:5]2=[N:6][CH:7]=1.C(N(CC)CC)C.[C:39](O[C:39]([O:41][C:42]([CH3:45])([CH3:44])[CH3:43])=[O:40])([O:41][C:42]([CH3:45])([CH3:44])[CH3:43])=[O:40].O, predict the reaction product. The product is: [Br:1][C:2]1[CH:3]=[C:4]2[N:10]([S:11]([C:14]3[CH:19]=[CH:18][CH:17]=[C:16]([F:20])[CH:15]=3)(=[O:12])=[O:13])[CH:9]=[C:8]([CH2:21][N:22]([CH3:23])[C:39](=[O:40])[O:41][C:42]([CH3:43])([CH3:44])[CH3:45])[C:5]2=[N:6][CH:7]=1.